Dataset: NCI-60 drug combinations with 297,098 pairs across 59 cell lines. Task: Regression. Given two drug SMILES strings and cell line genomic features, predict the synergy score measuring deviation from expected non-interaction effect. (1) Drug 1: C1=CN(C(=O)N=C1N)C2C(C(C(O2)CO)O)O.Cl. Drug 2: COC1=NC(=NC2=C1N=CN2C3C(C(C(O3)CO)O)O)N. Cell line: MOLT-4. Synergy scores: CSS=79.2, Synergy_ZIP=1.07, Synergy_Bliss=1.00, Synergy_Loewe=2.70, Synergy_HSA=5.61. (2) Drug 1: CC12CCC(CC1=CCC3C2CCC4(C3CC=C4C5=CN=CC=C5)C)O. Drug 2: CN(C(=O)NC(C=O)C(C(C(CO)O)O)O)N=O. Cell line: HOP-62. Synergy scores: CSS=-8.65, Synergy_ZIP=-1.17, Synergy_Bliss=-10.7, Synergy_Loewe=-12.9, Synergy_HSA=-11.9. (3) Drug 1: C(CC(=O)O)C(=O)CN.Cl. Drug 2: C1CCC(C(C1)N)N.C(=O)(C(=O)[O-])[O-].[Pt+4]. Cell line: OVCAR-8. Synergy scores: CSS=9.49, Synergy_ZIP=-4.30, Synergy_Bliss=-1.98, Synergy_Loewe=-21.6, Synergy_HSA=-3.57. (4) Drug 1: C1C(C(OC1N2C=NC3=C(N=C(N=C32)Cl)N)CO)O. Drug 2: C1=CC=C(C=C1)NC(=O)CCCCCCC(=O)NO. Cell line: LOX IMVI. Synergy scores: CSS=24.6, Synergy_ZIP=-5.66, Synergy_Bliss=1.56, Synergy_Loewe=-1.21, Synergy_HSA=0.103. (5) Drug 1: C1=C(C(=O)NC(=O)N1)F. Drug 2: C1=CN(C=N1)CC(O)(P(=O)(O)O)P(=O)(O)O. Cell line: HCT116. Synergy scores: CSS=70.1, Synergy_ZIP=4.82, Synergy_Bliss=5.03, Synergy_Loewe=1.04, Synergy_HSA=7.61. (6) Drug 1: C1CC(=O)NC(=O)C1N2CC3=C(C2=O)C=CC=C3N. Drug 2: C1C(C(OC1N2C=NC3=C2NC=NCC3O)CO)O. Cell line: RXF 393. Synergy scores: CSS=5.53, Synergy_ZIP=-3.65, Synergy_Bliss=-5.83, Synergy_Loewe=-5.78, Synergy_HSA=-3.90. (7) Drug 1: C1CCC(C1)C(CC#N)N2C=C(C=N2)C3=C4C=CNC4=NC=N3. Drug 2: C1=NC2=C(N=C(N=C2N1C3C(C(C(O3)CO)O)O)F)N. Cell line: SK-MEL-2. Synergy scores: CSS=-4.34, Synergy_ZIP=-0.311, Synergy_Bliss=-5.88, Synergy_Loewe=-17.2, Synergy_HSA=-11.6. (8) Drug 1: C1CC(=O)NC(=O)C1N2CC3=C(C2=O)C=CC=C3N. Drug 2: CC1C(C(CC(O1)OC2CC(OC(C2O)C)OC3=CC4=CC5=C(C(=O)C(C(C5)C(C(=O)C(C(C)O)O)OC)OC6CC(C(C(O6)C)O)OC7CC(C(C(O7)C)O)OC8CC(C(C(O8)C)O)(C)O)C(=C4C(=C3C)O)O)O)O. Cell line: CCRF-CEM. Synergy scores: CSS=10.3, Synergy_ZIP=-2.25, Synergy_Bliss=0.355, Synergy_Loewe=-0.0652, Synergy_HSA=0.0794. (9) Drug 1: C1=NC2=C(N1)C(=S)N=C(N2)N. Drug 2: C#CCC(CC1=CN=C2C(=N1)C(=NC(=N2)N)N)C3=CC=C(C=C3)C(=O)NC(CCC(=O)O)C(=O)O. Cell line: SK-MEL-5. Synergy scores: CSS=27.1, Synergy_ZIP=-1.21, Synergy_Bliss=-3.58, Synergy_Loewe=-3.85, Synergy_HSA=-4.08.